Dataset: Full USPTO retrosynthesis dataset with 1.9M reactions from patents (1976-2016). Task: Predict the reactants needed to synthesize the given product. (1) Given the product [CH2:1]1[C:9]2[C:4](=[CH:5][CH:6]=[CH:7][CH:8]=2)[CH2:3][CH:2]1[C:10]1[O:11][C:16]([SH:17])=[N:13][N:12]=1, predict the reactants needed to synthesize it. The reactants are: [CH2:1]1[C:9]2[C:4](=[CH:5][CH:6]=[CH:7][CH:8]=2)[CH2:3][CH:2]1[C:10]([NH:12][NH2:13])=[O:11].[OH-].[K+].[C:16](=S)=[S:17].Cl. (2) Given the product [Br:27][C:24]1[CH:25]=[CH:26][C:21]([NH:20][C:15]2[C:14]([N+:29]([O-:31])=[O:30])=[C:13]3[NH:9][CH2:10][CH2:11][N:12]3[C:17](=[O:18])[C:16]=2[CH3:19])=[C:22]([F:28])[CH:23]=1, predict the reactants needed to synthesize it. The reactants are: Br.C([N:9]1[C:13]2=[C:14]([N+:29]([O-:31])=[O:30])[C:15]([NH:20][C:21]3[CH:26]=[CH:25][C:24]([Br:27])=[CH:23][C:22]=3[F:28])=[C:16]([CH3:19])[C:17](=[O:18])[N:12]2[CH2:11][CH2:10]1)C1C=CC=CC=1.C(OC(=O)C)C. (3) Given the product [Br:1][C:2]1[CH:3]=[C:4]2[C:8](=[CH:9][CH:10]=1)[N:7]([CH2:14][CH3:15])[N:6]=[CH:5]2, predict the reactants needed to synthesize it. The reactants are: [Br:1][C:2]1[CH:3]=[C:4]2[C:8](=[CH:9][CH:10]=1)[NH:7][N:6]=[CH:5]2.[H-].[Na+].I[CH2:14][CH3:15]. (4) Given the product [C:25]([NH:28][C:29]1[N:34]=[C:33]([C:35]([N:9]([O:8][CH3:4])[CH3:10])=[O:37])[C:32]([Br:38])=[CH:31][CH:30]=1)(=[O:27])[CH3:26], predict the reactants needed to synthesize it. The reactants are: CN([C:4]([O:8][N:9]1N=NC2C=CC=N[C:10]1=2)=[N+](C)C)C.F[P-](F)(F)(F)(F)F.[C:25]([NH:28][C:29]1[N:34]=[C:33]([C:35]([OH:37])=O)[C:32]([Br:38])=[CH:31][CH:30]=1)(=[O:27])[CH3:26].CCN(C(C)C)C(C)C.Cl.CNOC. (5) Given the product [CH2:1]([CH:4]([CH2:15][CH:16]=[CH2:17])[CH2:5][O:6][SiH2:7][C:8]1[CH:13]=[CH:12][C:11]([B:45]2[O:49][C:48]([CH3:51])([CH3:50])[C:47]([CH3:53])([CH3:52])[O:46]2)=[CH:10][CH:9]=1)[CH:2]=[CH2:3], predict the reactants needed to synthesize it. The reactants are: [CH2:1]([CH:4]([CH2:15][CH:16]=[CH2:17])[CH2:5][O:6][SiH2:7][C:8]1[CH:13]=[CH:12][C:11](I)=[CH:10][CH:9]=1)[CH:2]=[CH2:3].C([Mg]Cl)(C)C.C(C(CC=C)CO[SiH2]C1C=CC([Mg]Cl)=CC=1)C=C.C(O[B:45]1[O:49][C:48]([CH3:51])([CH3:50])[C:47]([CH3:53])([CH3:52])[O:46]1)(C)C. (6) Given the product [F:1][C:2]1[CH:28]=[CH:27][C:5]([C:6]([CH:9]2[CH2:14][CH2:13][N:12]([CH2:15][CH2:16][NH:17][C:18]3[CH:23]=[N:22][N:21]([CH3:24])[C:20](=[O:25])[CH:19]=3)[CH2:11][CH2:10]2)=[O:30])=[C:4]([OH:8])[CH:3]=1, predict the reactants needed to synthesize it. The reactants are: [F:1][C:2]1[CH:28]=[CH:27][C:5]2[C:6]([CH:9]3[CH2:14][CH2:13][N:12]([CH2:15][CH2:16][NH:17][C:18]4[CH:23]=[N:22][N:21]([CH3:24])[C:20](=[O:25])[C:19]=4Cl)[CH2:11][CH2:10]3)=N[O:8][C:4]=2[CH:3]=1.C[OH:30].[OH-].[Na+]. (7) Given the product [NH2:18][C:12]1[CH:11]=[CH:10][C:9]([OH:8])=[CH:17][C:13]=1[C:14]([NH2:16])=[O:15], predict the reactants needed to synthesize it. The reactants are: C([O:8][C:9]1[CH:10]=[CH:11][C:12]([N+:18]([O-])=O)=[C:13]([CH:17]=1)[C:14]([NH2:16])=[O:15])C1C=CC=CC=1.NC1C=CC(O)=CC=1F. (8) Given the product [Si:21]([O:20][C@@H:18]1[CH2:17][CH2:16][C@H:15]([NH:28][C:29](=[O:38])[O:30][CH2:31][C:32]2[CH:37]=[CH:36][CH:35]=[CH:34][CH:33]=2)[C@H:14]([C:11]([CH3:12])=[CH2:1])[CH2:19]1)([C:24]([CH3:25])([CH3:27])[CH3:26])([CH3:22])[CH3:23], predict the reactants needed to synthesize it. The reactants are: [CH3:1][Si]([N-][Si](C)(C)C)(C)C.[K+].[C:11]([C@@H:14]1[CH2:19][C@H:18]([O:20][Si:21]([C:24]([CH3:27])([CH3:26])[CH3:25])([CH3:23])[CH3:22])[CH2:17][CH2:16][C@@H:15]1[NH:28][C:29](=[O:38])[O:30][CH2:31][C:32]1[CH:37]=[CH:36][CH:35]=[CH:34][CH:33]=1)(=O)[CH3:12]. (9) Given the product [S:17]([O:6][C@@H:5]([CH3:7])[C:4]([O:9][CH3:1])=[O:8])([C:14]1[CH:15]=[CH:16][C:11]([CH3:10])=[CH:12][CH:13]=1)(=[O:19])=[O:18], predict the reactants needed to synthesize it. The reactants are: [CH2:1](Cl)Cl.[C:4]([O-:9])(=[O:8])[CH:5]([CH3:7])[OH:6].[CH3:10][C:11]1[CH:16]=[CH:15][C:14]([S:17](Cl)(=[O:19])=[O:18])=[CH:13][CH:12]=1.